From a dataset of Catalyst prediction with 721,799 reactions and 888 catalyst types from USPTO. Predict which catalyst facilitates the given reaction. Reactant: Br[C:2]1[CH:7]=[CH:6][C:5]([N:8]2[CH2:12][CH2:11][CH2:10][CH2:9]2)=[CH:4][CH:3]=1.B1(B2OC(C)(C)C(C)(C)O2)OC(C)(C)C(C)(C)O1.C([O-])(=O)C.[K+].[ClH:36].[N:37]12[CH2:44][CH2:43][CH:40]([CH2:41][CH2:42]1)[C@@H:39]([NH:45][C:46]([C:48]1[S:49][C:50]3[C:56](Br)=[CH:55][CH:54]=[CH:53][C:51]=3[CH:52]=1)=[O:47])[CH2:38]2.C(=O)([O-])[O-].[Na+].[Na+]. Product: [ClH:36].[ClH:36].[N:37]12[CH2:42][CH2:41][CH:40]([CH2:43][CH2:44]1)[C@@H:39]([NH:45][C:46]([C:48]1[S:49][C:50]3[C:56]([C:2]4[CH:7]=[CH:6][C:5]([N:8]5[CH2:12][CH2:11][CH2:10][CH2:9]5)=[CH:4][CH:3]=4)=[CH:55][CH:54]=[CH:53][C:51]=3[CH:52]=1)=[O:47])[CH2:38]2. The catalyst class is: 151.